Dataset: Peptide-MHC class II binding affinity with 134,281 pairs from IEDB. Task: Regression. Given a peptide amino acid sequence and an MHC pseudo amino acid sequence, predict their binding affinity value. This is MHC class II binding data. (1) The peptide sequence is TDAATLAQEAGNFER. The MHC is DRB1_0101 with pseudo-sequence DRB1_0101. The binding affinity (normalized) is 0.232. (2) The peptide sequence is VAVGLRVVCAKY. The MHC is DRB1_1101 with pseudo-sequence DRB1_1101. The binding affinity (normalized) is 0.0919.